From a dataset of Full USPTO retrosynthesis dataset with 1.9M reactions from patents (1976-2016). Predict the reactants needed to synthesize the given product. Given the product [Cl:23][C:18]1[CH:17]=[C:16]([NH:15][C:2]2[CH:7]=[C:6]([NH:8][CH:9]3[CH2:11][CH2:10]3)[N:5]3[N:12]=[CH:13][CH:14]=[C:4]3[N:3]=2)[CH:21]=[CH:20][C:19]=1[OH:22], predict the reactants needed to synthesize it. The reactants are: Cl[C:2]1[CH:7]=[C:6]([NH:8][CH:9]2[CH2:11][CH2:10]2)[N:5]2[N:12]=[CH:13][CH:14]=[C:4]2[N:3]=1.[NH2:15][C:16]1[CH:21]=[CH:20][C:19]([OH:22])=[C:18]([Cl:23])[CH:17]=1.Cl.